This data is from TCR-epitope binding with 47,182 pairs between 192 epitopes and 23,139 TCRs. The task is: Binary Classification. Given a T-cell receptor sequence (or CDR3 region) and an epitope sequence, predict whether binding occurs between them. (1) The epitope is GLIYNRMGAVTTEV. The TCR CDR3 sequence is CASSPLSGDLGYEQYF. Result: 0 (the TCR does not bind to the epitope). (2) The epitope is GILGFVFTL. The TCR CDR3 sequence is CASSLYHSPTDQPQHF. Result: 0 (the TCR does not bind to the epitope).